This data is from Full USPTO retrosynthesis dataset with 1.9M reactions from patents (1976-2016). The task is: Predict the reactants needed to synthesize the given product. (1) The reactants are: [CH2:1]([C:37]([O:39]CC)=[O:38])[CH2:2][CH2:3][CH2:4][CH2:5][CH2:6][CH2:7][CH2:8][CH2:9][CH2:10][C:11]([C:30]([O:32][C:33]([CH3:36])([CH3:35])[CH3:34])=[O:31])([C:23]([O:25][C:26]([CH3:29])([CH3:28])[CH3:27])=[O:24])[CH2:12][CH2:13][CH2:14][CH2:15][CH2:16][CH2:17][CH2:18][CH2:19][CH2:20][CH:21]=[CH2:22].CC([O-])(C)C.[K+].[O-][Mn](=O)(=O)=O.[K+]. Given the product [C:33]([O:32][C:30]([C:11]([C:23]([O:25][C:26]([CH3:29])([CH3:28])[CH3:27])=[O:24])([CH2:12][CH2:13][CH2:14][CH2:15][CH2:16][CH2:17][CH2:18][CH2:19][CH2:20][CH:21]=[CH2:22])[CH2:10][CH2:9][CH2:8][CH2:7][CH2:6][CH2:5][CH2:4][CH2:3][CH2:2][CH2:1][C:37]([OH:39])=[O:38])=[O:31])([CH3:36])([CH3:34])[CH3:35], predict the reactants needed to synthesize it. (2) Given the product [CH3:1][C:2]1[CH:3]=[CH:4][C:5]([S:8]([NH:11][C:12](=[O:37])[O:13][CH2:14][CH2:15][C:16]2[CH:17]=[CH:18][C:19]([NH:22][C:23]3[CH:28]=[C:27]([Cl:29])[C:26]([C:30]([F:33])([F:31])[F:32])=[CH:25][C:24]=3[NH2:34])=[CH:20][CH:21]=2)(=[O:9])=[O:10])=[CH:6][CH:7]=1, predict the reactants needed to synthesize it. The reactants are: [CH3:1][C:2]1[CH:7]=[CH:6][C:5]([S:8]([NH:11][C:12](=[O:37])[O:13][CH2:14][CH2:15][C:16]2[CH:21]=[CH:20][C:19]([NH:22][C:23]3[CH:28]=[C:27]([Cl:29])[C:26]([C:30]([F:33])([F:32])[F:31])=[CH:25][C:24]=3[N+:34]([O-])=O)=[CH:18][CH:17]=2)(=[O:10])=[O:9])=[CH:4][CH:3]=1. (3) Given the product [C:1]([C:5]1[N:10]=[CH:9][C:8]([C:11]2[N:12]([C:32]([N:34]3[CH2:35][CH2:36][CH:37]([CH2:40][C:41]([NH:52][CH2:51][C:50]4[CH:53]=[C:54]([CH3:56])[CH:55]=[C:48]([CH3:47])[CH:49]=4)=[O:43])[CH2:38][CH2:39]3)=[O:33])[C@@:13]([C:25]3[CH:26]=[CH:27][C:28]([Cl:31])=[CH:29][CH:30]=3)([CH3:24])[C@@:14]([C:17]3[CH:22]=[CH:21][C:20]([Cl:23])=[CH:19][CH:18]=3)([CH3:16])[N:15]=2)=[C:7]([O:44][CH2:45][CH3:46])[CH:6]=1)([CH3:3])([CH3:2])[CH3:4], predict the reactants needed to synthesize it. The reactants are: [C:1]([C:5]1[N:10]=[CH:9][C:8]([C:11]2[N:12]([C:32]([N:34]3[CH2:39][CH2:38][CH:37]([CH2:40][C:41]([OH:43])=O)[CH2:36][CH2:35]3)=[O:33])[C@@:13]([C:25]3[CH:30]=[CH:29][C:28]([Cl:31])=[CH:27][CH:26]=3)([CH3:24])[C@@:14]([C:17]3[CH:22]=[CH:21][C:20]([Cl:23])=[CH:19][CH:18]=3)([CH3:16])[N:15]=2)=[C:7]([O:44][CH2:45][CH3:46])[CH:6]=1)([CH3:4])([CH3:3])[CH3:2].[CH3:47][C:48]1[CH:49]=[C:50]([CH:53]=[C:54]([CH3:56])[CH:55]=1)[CH2:51][NH2:52]. (4) Given the product [F:13][C:14]([F:26])([F:27])[O:15][C:16]1[CH:17]=[CH:18][C:19]([CH2:22][CH2:23][CH2:24][N:25]2[CH2:10][C:5]3[C:4](=[CH:9][CH:8]=[CH:7][CH:6]=3)[C:3]2=[O:12])=[CH:20][CH:21]=1, predict the reactants needed to synthesize it. The reactants are: CO[C:3](=[O:12])[C:4]1[CH:9]=[CH:8][CH:7]=[CH:6][C:5]=1[CH2:10]Br.[F:13][C:14]([F:27])([F:26])[O:15][C:16]1[CH:21]=[CH:20][C:19]([CH2:22][CH2:23][CH2:24][NH2:25])=[CH:18][CH:17]=1.C([O-])([O-])=O.[K+].[K+].C(OCC)(=O)C. (5) Given the product [Cl:18][CH2:14][C:11]1[CH:12]=[CH:13][C:8]([O:7][C:2]2[N:3]=[CH:4][CH:5]=[CH:6][N:1]=2)=[CH:9][CH:10]=1, predict the reactants needed to synthesize it. The reactants are: [N:1]1[CH:6]=[CH:5][CH:4]=[N:3][C:2]=1[O:7][C:8]1[CH:13]=[CH:12][C:11]([CH2:14]O)=[CH:10][CH:9]=1.S(Cl)([Cl:18])=O. (6) Given the product [C:4]([O:8][C:9]1[CH:14]=[CH:13][C:12]([F:15])=[CH:11][C:10]=1[N:16]=[C:1]=[S:3])([CH3:7])([CH3:5])[CH3:6], predict the reactants needed to synthesize it. The reactants are: [C:1](=[S:3])=S.[C:4]([O:8][C:9]1[CH:14]=[CH:13][C:12]([F:15])=[CH:11][C:10]=1[NH2:16])([CH3:7])([CH3:6])[CH3:5].C(N(CC)CC)C.